From a dataset of Reaction yield outcomes from USPTO patents with 853,638 reactions. Predict the reaction yield, written as a fraction of the theoretical maximum amount of product (1.0 means a 100% yield; for example, 0.34 means a 34% yield). (1) The reactants are [Cl:1][C:2]1[CH:3]=[C:4]2[C:10](I)=[CH:9][N:8]([Si](C(C)C)(C(C)C)C(C)C)[C:5]2=[N:6][CH:7]=1.C([Mg]Cl)(C)C.C(OC(=O)[N:33]([CH2:42][C:43]1[CH:48]=[CH:47][C:46]([F:49])=[CH:45][CH:44]=1)[C:34]1[S:35][C:36]([CH:40]=O)=[C:37](Cl)[N:38]=1)(C)(C)C. The catalyst is O1CCCC1. The product is [Cl:1][C:2]1[CH:3]=[C:4]2[C:10]([CH2:40][C:36]3[S:35][C:34]([NH:33][CH2:42][C:43]4[CH:48]=[CH:47][C:46]([F:49])=[CH:45][CH:44]=4)=[N:38][CH:37]=3)=[CH:9][NH:8][C:5]2=[N:6][CH:7]=1. The yield is 0.300. (2) The reactants are [CH3:1][C:2]1[CH:7]=[CH:6][N:5]=[CH:4][C:3]=1[C:8]1[S:9][CH:10]=[C:11]([C:13]2[CH:18]=[CH:17][CH:16]=[C:15](Br)[CH:14]=2)[N:12]=1.[CH2:20]([NH:22][CH2:23][CH3:24])[CH3:21].CC([O-])(C)C.[Na+].C1(P(C2C=CC=CC=2)C2C=CC3C(=CC=CC=3)C=2C2C3C(=CC=CC=3)C=CC=2P(C2C=CC=CC=2)C2C=CC=CC=2)C=CC=CC=1. The catalyst is C1(C)C=CC=CC=1.C1C=CC(/C=C/C(/C=C/C2C=CC=CC=2)=O)=CC=1.C1C=CC(/C=C/C(/C=C/C2C=CC=CC=2)=O)=CC=1.C1C=CC(/C=C/C(/C=C/C2C=CC=CC=2)=O)=CC=1.[Pd].[Pd].O.CCOC(C)=O. The product is [CH3:1][C:2]1[CH:7]=[CH:6][N:5]=[CH:4][C:3]=1[C:8]1[S:9][CH:10]=[C:11]([C:13]2[CH:18]=[CH:17][CH:16]=[C:15]([N:22]([CH2:23][CH3:24])[CH2:20][CH3:21])[CH:14]=2)[N:12]=1. The yield is 0.250. (3) The reactants are [C:1]([C:5]1[CH:23]=[CH:22][C:8]([C:9]([NH:11][C:12]2[N:13]=[C:14]3[CH:19]=[CH:18][C:17](Cl)=[N:16][N:15]3[CH:21]=2)=[O:10])=[CH:7][CH:6]=1)([CH3:4])([CH3:3])[CH3:2].C([O:28][C:29]([N:31]1[CH:35]=[CH:34][CH:33]=[C:32]1B(O)O)=[O:30])(C)(C)C. No catalyst specified. The product is [CH:29]([OH:30])=[O:28].[C:1]([C:5]1[CH:23]=[CH:22][C:8]([C:9]([NH:11][C:12]2[N:13]=[C:14]3[CH:19]=[CH:18][C:17]([C:32]4[NH:31][CH:35]=[CH:34][CH:33]=4)=[N:16][N:15]3[CH:21]=2)=[O:10])=[CH:7][CH:6]=1)([CH3:4])([CH3:3])[CH3:2]. The yield is 0.0340. (4) The reactants are [O:1]=[C:2]1[C:14]2[C:13]3[C:8](=[CH:9][CH:10]=[CH:11][CH:12]=3)[N:7]([C:15]3[CH:16]=[C:17]([CH:20]=[CH:21][C:22]=3[C:23]([F:26])([F:25])[F:24])[C:18]#[N:19])[C:6]=2[CH2:5][CH2:4][CH2:3]1.CS(C)=[O:29].[OH-].[K+].OO. The catalyst is C(OCC)(=O)C.C(O)C. The product is [O:1]=[C:2]1[C:14]2[C:13]3[C:8](=[CH:9][CH:10]=[CH:11][CH:12]=3)[N:7]([C:15]3[CH:16]=[C:17]([CH:20]=[CH:21][C:22]=3[C:23]([F:26])([F:24])[F:25])[C:18]([NH2:19])=[O:29])[C:6]=2[CH2:5][CH2:4][CH2:3]1. The yield is 0.440. (5) The reactants are [Cl:1][C:2]1[N:7]=[N:6][C:5]([NH:8][C:9](=[O:16])OCC(Cl)(Cl)Cl)=[CH:4][C:3]=1[CH:17]([CH3:19])[CH3:18].Cl.Cl.[F:22][C:23]1[C:28]([F:29])=[CH:27][CH:26]=[CH:25][C:24]=1[C:30]1[N:35]=[C:34]([N:36]2[CH2:41][CH2:40][NH:39][CH2:38][CH2:37]2)[CH:33]=[CH:32][N:31]=1. The catalyst is C(OCC)(=O)C. The product is [Cl:1][C:2]1[N:7]=[N:6][C:5]([NH:8][C:9]([N:39]2[CH2:40][CH2:41][N:36]([C:34]3[CH:33]=[CH:32][N:31]=[C:30]([C:24]4[CH:25]=[CH:26][CH:27]=[C:28]([F:29])[C:23]=4[F:22])[N:35]=3)[CH2:37][CH2:38]2)=[O:16])=[CH:4][C:3]=1[CH:17]([CH3:18])[CH3:19]. The yield is 0.670. (6) The yield is 0.810. The product is [Cl:20][C:5]1[C:4]([N+:10]([O-:12])=[O:11])=[CH:3][C:2]([CH3:1])=[CH:8][C:7]=1[CH3:9]. The reactants are [CH3:1][C:2]1[CH:8]=[C:7]([CH3:9])[C:5](N)=[C:4]([N+:10]([O-:12])=[O:11])[CH:3]=1.N([O-])=O.[Na+].[Cu]C#N.[ClH:20]. The catalyst is C(O)(=O)C.O. (7) The reactants are C(N(CC)CC)C.[F:8][C:9]([F:15])([F:14])/[C:10](/Br)=[N:11]/[OH:12].[CH2:16]([OH:19])[C:17]#[CH:18]. The catalyst is C1(C)C=CC=CC=1. The product is [F:8][C:9]([F:15])([F:14])[C:10]1[CH:18]=[C:17]([CH2:16][OH:19])[O:12][N:11]=1. The yield is 0.470. (8) The product is [Br:1][C:2]1[CH:3]=[CH:4][CH2:5][CH:6]2[C:11]=1[N:10]1[CH2:12][CH2:13][CH2:14][CH:9]1[CH2:8][NH:7]2. The yield is 0.880. The reactants are [Br:1][C:2]1[CH:3]=[CH:4][CH2:5][CH:6]2[C:11]=1[N:10]1[CH2:12][CH2:13][CH2:14][CH:9]1[C:8](=O)[NH:7]2.CSC. The catalyst is C1COCC1.